This data is from Full USPTO retrosynthesis dataset with 1.9M reactions from patents (1976-2016). The task is: Predict the reactants needed to synthesize the given product. (1) Given the product [Br:3][C:4]1[CH:13]=[C:12]2[C:7]([C:8]([CH3:25])([CH3:24])[C:9](=[O:23])[C:10]([C:15](=[O:22])[CH2:16][CH2:17][C:18]([OH:20])=[O:19])=[C:11]2[OH:14])=[CH:6][CH:5]=1, predict the reactants needed to synthesize it. The reactants are: [OH-].[Na+].[Br:3][C:4]1[CH:13]=[C:12]2[C:7]([C:8]([CH3:25])([CH3:24])[C:9](=[O:23])[C:10]([C:15](=[O:22])[CH2:16][CH2:17][C:18]([O:20]C)=[O:19])=[C:11]2[OH:14])=[CH:6][CH:5]=1. (2) The reactants are: [C:1]([C:5]1[CH:6]=[C:7]([NH:49][S:50]([CH3:53])(=[O:52])=[O:51])[C:8]([O:47][CH3:48])=[C:9]([NH:11][C:12]([C:14]2[N:15]([CH3:46])[C:16]3[C:21]([CH:22]=2)=[CH:20][CH:19]=[CH:18][C:17]=3[CH2:23][N:24]2[CH2:29][CH2:28][N:27]([C:30](=[O:45])[CH2:31][N:32]3[CH2:37][CH2:36][N:35](C(OC(C)(C)C)=O)[CH2:34][CH2:33]3)[CH2:26][CH2:25]2)=[O:13])[CH:10]=1)([CH3:4])([CH3:3])[CH3:2].Cl.C(=O)([O-])O.[Na+].C(OCC)(=O)C. Given the product [C:1]([C:5]1[CH:6]=[C:7]([NH:49][S:50]([CH3:53])(=[O:51])=[O:52])[C:8]([O:47][CH3:48])=[C:9]([NH:11][C:12]([C:14]2[N:15]([CH3:46])[C:16]3[C:21]([CH:22]=2)=[CH:20][CH:19]=[CH:18][C:17]=3[CH2:23][N:24]2[CH2:25][CH2:26][N:27]([C:30](=[O:45])[CH2:31][N:32]3[CH2:37][CH2:36][NH:35][CH2:34][CH2:33]3)[CH2:28][CH2:29]2)=[O:13])[CH:10]=1)([CH3:4])([CH3:2])[CH3:3], predict the reactants needed to synthesize it.